This data is from Reaction yield outcomes from USPTO patents with 853,638 reactions. The task is: Predict the reaction yield, written as a fraction of the theoretical maximum amount of product (1.0 means a 100% yield; for example, 0.34 means a 34% yield). (1) The reactants are [C:1]([O:5][C:6]([O:8][C:9]1[CH:18]=[CH:17][C:16]([N:19]([CH2:24][CH:25]2[CH2:27][CH2:26]2)[S:20]([CH3:23])(=[O:22])=[O:21])=[CH:15][C:10]=1[C:11]([O:13]C)=[O:12])=[O:7])([CH3:4])([CH3:3])[CH3:2].[Li+].[OH-]. The catalyst is C1COCC1. The product is [C:1]([O:5][C:6]([O:8][C:9]1[CH:18]=[CH:17][C:16]([N:19]([CH2:24][CH:25]2[CH2:26][CH2:27]2)[S:20]([CH3:23])(=[O:22])=[O:21])=[CH:15][C:10]=1[C:11]([OH:13])=[O:12])=[O:7])([CH3:4])([CH3:2])[CH3:3]. The yield is 0.518. (2) The reactants are Cl[CH2:2][CH2:3][CH2:4][Si:5]([CH3:8])([CH3:7])[CH3:6].[OH:9][C:10]1[CH:17]=[CH:16][C:13]([CH:14]=[O:15])=[CH:12][CH:11]=1.C(=O)([O-])[O-].[K+].[K+]. The catalyst is CN(C=O)C. The product is [CH3:6][Si:5]([CH3:8])([CH3:7])[CH2:4][CH2:3][CH2:2][O:9][C:10]1[CH:17]=[CH:16][C:13]([CH:14]=[O:15])=[CH:12][CH:11]=1. The yield is 0.860. (3) The reactants are [OH:1][C:2]1[CH:11]=[C:10]2[C:5]([CH2:6][CH2:7][CH2:8][C:9]2=[O:12])=[CH:4][CH:3]=1.[Br:13][C:14]1[CH:19]=[CH:18][C:17]([Cl:20])=[CH:16][C:15]=1[CH2:21]Br.C(=O)([O-])[O-].[K+].[K+]. The catalyst is CN(C)C=O.C(OCC)(=O)C. The product is [Br:13][C:14]1[CH:19]=[CH:18][C:17]([Cl:20])=[CH:16][C:15]=1[CH2:21][O:1][C:2]1[CH:11]=[C:10]2[C:5]([CH2:6][CH2:7][CH2:8][C:9]2=[O:12])=[CH:4][CH:3]=1. The yield is 0.890. (4) The reactants are [Cl:1][C:2]1[CH:3]=[CH:4][C:5]([OH:20])=[C:6]([NH:8][C:9]([NH:11][C:12]2[CH:17]=[N:16][C:15]([C:18]#[N:19])=[CH:14][N:13]=2)=[O:10])[CH:7]=1.[CH:21]1(O)[CH2:26][CH2:25][CH2:24][CH:23]=[CH:22]1.C(OC(N=NC(OC(C)(C)C)=O)=O)(C)(C)C.C1(P(C2C=CC=CC=2)C2C=CC=CC=2)C=CC=CC=1. The catalyst is C1COCC1. The product is [Cl:1][C:2]1[CH:3]=[CH:4][C:5]([O:20][CH:26]2[CH2:25][CH2:24][CH2:23][CH:22]=[CH:21]2)=[C:6]([NH:8][C:9]([NH:11][C:12]2[CH:17]=[N:16][C:15]([C:18]#[N:19])=[CH:14][N:13]=2)=[O:10])[CH:7]=1. The yield is 0.120.